From a dataset of Full USPTO retrosynthesis dataset with 1.9M reactions from patents (1976-2016). Predict the reactants needed to synthesize the given product. (1) The reactants are: [Cl:1][C:2]1[CH:10]=[CH:9][CH:8]=[C:7]([Si:11]([CH3:14])([CH3:13])[CH3:12])[C:3]=1[C:4](Cl)=[O:5].Cl.[CH:16]([NH:19][OH:20])([CH3:18])[CH3:17].C(N(CC)CC)C. Given the product [Cl:1][C:2]1[CH:10]=[CH:9][CH:8]=[C:7]([Si:11]([CH3:14])([CH3:13])[CH3:12])[C:3]=1[C:4]([N:19]([OH:20])[CH:16]([CH3:18])[CH3:17])=[O:5], predict the reactants needed to synthesize it. (2) Given the product [C:5]([NH:16][C:13]1[CH:14]=[CH:15][C:10]([N:9]([CH3:17])[CH3:8])=[CH:11][CH:12]=1)(=[O:7])[CH3:6], predict the reactants needed to synthesize it. The reactants are: C(O[C:5](=[O:7])[CH3:6])(=O)C.[CH3:8][N:9]([CH3:17])[C:10]1[CH:15]=[CH:14][C:13]([NH2:16])=[CH:12][CH:11]=1.CCOCC.